This data is from Full USPTO retrosynthesis dataset with 1.9M reactions from patents (1976-2016). The task is: Predict the reactants needed to synthesize the given product. (1) Given the product [Cl:12][C:13]1[N:22]=[C:21]([N:23]2[CH2:28][CH2:27][CH2:26][C@@H:25]([NH:29][C:1](=[O:3])[CH3:2])[CH2:24]2)[C:20]2[C:15](=[CH:16][C:17]([O:32][CH3:33])=[C:18]([O:30][CH3:31])[CH:19]=2)[N:14]=1, predict the reactants needed to synthesize it. The reactants are: [C:1](Cl)(=[O:3])[CH3:2].C(N(CC)CC)C.[Cl:12][C:13]1[N:22]=[C:21]([N:23]2[CH2:28][CH2:27][CH2:26][C@@H:25]([NH2:29])[CH2:24]2)[C:20]2[C:15](=[CH:16][C:17]([O:32][CH3:33])=[C:18]([O:30][CH3:31])[CH:19]=2)[N:14]=1. (2) Given the product [CH3:18][Si:17]([CH3:19])([CH3:20])[O:16][C:3]1([C:22]([O:23][CH3:29])=[O:25])[CH2:8][CH2:7][CH2:6][NH:5][CH2:4]1, predict the reactants needed to synthesize it. The reactants are: C([C:3]1([O:16][Si:17]([CH3:20])([CH3:19])[CH3:18])[CH2:8][CH2:7][CH2:6][N:5](C(OC(C)(C)C)=O)[CH2:4]1)#N.Cl.[C:22](=[O:25])([O-])[O-:23].[Cs+].[Cs+].[Si](Cl)(C)(C)[CH3:29]. (3) Given the product [CH3:12][O:11][CH2:10][CH2:9][O:8][C:6]1[CH:5]=[CH:4][C:3](/[CH:13]=[CH:14]/[C:15]([O:17][CH2:18][CH3:19])=[O:16])=[C:2]([O:1][CH2:20][CH:21]2[CH2:22][CH2:23][CH2:24][O:25]2)[CH:7]=1, predict the reactants needed to synthesize it. The reactants are: [OH:1][C:2]1[CH:7]=[C:6]([O:8][CH2:9][CH2:10][O:11][CH3:12])[CH:5]=[CH:4][C:3]=1/[CH:13]=[CH:14]/[C:15]([O:17][CH2:18][CH3:19])=[O:16].[CH2:20](Br)[CH:21]1[O:25][CH2:24][CH2:23][CH2:22]1.[I-].[Na+].C(=O)([O-])[O-].[K+].[K+]. (4) Given the product [Br:1][C:2]1[CH:7]=[N:6][C:5]([N:8]2[CH2:13][CH2:12][CH2:11][CH2:10][C:9]2([CH3:23])[C:14]([OH:16])=[O:15])=[N:4][CH:3]=1, predict the reactants needed to synthesize it. The reactants are: [Br:1][C:2]1[CH:3]=[N:4][C:5]([N:8]2[CH2:13][CH2:12][CH2:11][CH2:10][CH:9]2[C:14]([O:16]CC)=[O:15])=[N:6][CH:7]=1.[H-].[Na+].CI.[CH3:23]CCCCC.